This data is from Catalyst prediction with 721,799 reactions and 888 catalyst types from USPTO. The task is: Predict which catalyst facilitates the given reaction. (1) Reactant: [F:1][C:2]([F:19])([F:18])[C:3]1[CH:4]=[C:5]([NH:9][N:10]=[C:11]([C:15](=[O:17])[CH3:16])[C:12](=[O:14])[CH3:13])[CH:6]=[CH:7][CH:8]=1.[CH3:20]OC(OC)N(C)C. Product: [C:15]([C:11]1[C:12](=[O:14])[CH:13]=[CH:20][N:9]([C:5]2[CH:6]=[CH:7][CH:8]=[C:3]([C:2]([F:18])([F:19])[F:1])[CH:4]=2)[N:10]=1)(=[O:17])[CH3:16]. The catalyst class is: 517. (2) Reactant: [CH3:1][NH:2]/[C:3](/[C:10]([F:13])([F:12])[F:11])=[CH:4]\[C:5]([O:7]CC)=O.[H-].[Na+].[Cl:16][C:17]1[CH:35]=[C:34]([F:36])[C:33]([N:37]=[C:38]=[S:39])=[CH:32][C:18]=1[C:19]([N:21](CCC)[S:22]([NH:25][CH2:26][CH:27]=[CH2:28])(=[O:24])=[O:23])=[O:20].Cl.[CH3:41][CH2:42][CH2:43]CCC. Product: [Cl:16][C:17]1[CH:35]=[C:34]([F:36])[C:33]([N:37]2[C:5](=[O:7])[CH:4]=[C:3]([C:10]([F:11])([F:12])[F:13])[N:2]([CH3:1])[C:38]2=[S:39])=[CH:32][C:18]=1[C:19]([NH:21][S:22]([N:25]([CH:42]([CH3:43])[CH3:41])[CH2:26][CH2:27][CH3:28])(=[O:23])=[O:24])=[O:20]. The catalyst class is: 9. (3) Reactant: [Br:1][C:2]1[CH:12]=[C:11]([F:13])[CH:10]=[C:9]([F:14])[C:3]=1[O:4][CH2:5][C:6]([OH:8])=O.[CH:15]([NH:18][NH:19][C:20](=[O:27])[C:21]1[CH:26]=[CH:25][CH:24]=[CH:23][CH:22]=1)([CH3:17])[CH3:16].C(N(C(C)C)CC)(C)C.C1CN([P+](Br)(N2CCCC2)N2CCCC2)CC1.F[P-](F)(F)(F)(F)F. Product: [Br:1][C:2]1[CH:12]=[C:11]([F:13])[CH:10]=[C:9]([F:14])[C:3]=1[O:4][CH2:5][C:6]([N:18]([CH:15]([CH3:17])[CH3:16])[NH:19][C:20](=[O:27])[C:21]1[CH:26]=[CH:25][CH:24]=[CH:23][CH:22]=1)=[O:8]. The catalyst class is: 3. (4) The catalyst class is: 373. Reactant: [CH:1]12[CH2:7][CH:4]([NH:5][CH2:6]1)[CH2:3][N:2]2[C:8]1[N:13]2[CH:14]=[N:15][N:16]=[C:12]2[CH:11]=[C:10]([C:17]2[CH:22]=[CH:21][N:20]=[C:19]([NH:23][CH:24]([C:26]3[CH:31]=[CH:30][CH:29]=[CH:28][CH:27]=3)[CH3:25])[CH:18]=2)[N:9]=1.[CH3:32][C:33]([CH3:35])=O.C(O[BH-](OC(=O)C)OC(=O)C)(=O)C.[Na+]. Product: [NH3:2].[CH:33]([N:5]1[CH2:6][C@@H:1]2[CH2:7][C@H:4]1[CH2:3][N:2]2[C:8]1[N:16]2[N:15]=[CH:14][N:13]=[C:12]2[CH:11]=[C:10]([C:17]2[CH:22]=[CH:21][N:20]=[C:19]([NH:23][C@H:24]([C:26]3[CH:31]=[CH:30][CH:29]=[CH:28][CH:27]=3)[CH3:25])[CH:18]=2)[N:9]=1)([CH3:35])[CH3:32].